From a dataset of Full USPTO retrosynthesis dataset with 1.9M reactions from patents (1976-2016). Predict the reactants needed to synthesize the given product. (1) Given the product [Br:1][C:2]1[C:3]([O:9][CH3:10])=[N:4][C:5]([NH:11][CH2:12][CH2:13][OH:14])=[N:6][CH:7]=1, predict the reactants needed to synthesize it. The reactants are: [Br:1][C:2]1[C:3]([O:9][CH3:10])=[N:4][C:5](Cl)=[N:6][CH:7]=1.[NH2:11][CH2:12][CH2:13][OH:14]. (2) Given the product [Cl:27][C:28]1[CH:33]=[C:32]([O:26][CH:23]2[CH2:24][CH2:25][O:20][CH2:21][CH2:22]2)[CH:31]=[CH:30][N:29]=1, predict the reactants needed to synthesize it. The reactants are: C1(P(C2C=CC=CC=2)C2C=CC=CC=2)C=CC=CC=1.[O:20]1[CH2:25][CH2:24][CH:23]([OH:26])[CH2:22][CH2:21]1.[Cl:27][C:28]1[CH:33]=[C:32](O)[CH:31]=[CH:30][N:29]=1.N(C(OC(C)C)=O)=NC(OC(C)C)=O. (3) Given the product [CH2:1]([O:8][C:9](=[O:32])[CH2:10][C@@H:11]([NH:24][C:25]([O:27][C:28]([CH3:31])([CH3:30])[CH3:29])=[O:26])[C:12]([NH:14][C@H:15]([C:20](=[O:23])[NH:21][CH3:22])[C:16]([CH3:19])([CH3:18])[CH3:17])=[O:13])[CH:2]=[CH2:3], predict the reactants needed to synthesize it. The reactants are: [CH2:1]([O:8][C:9](=[O:32])[CH2:10][C@@H:11]([NH:24][C:25]([O:27][C:28]([CH3:31])([CH3:30])[CH3:29])=[O:26])[C:12]([NH:14][C@H:15]([C:20](=[O:23])[NH:21][CH3:22])[C:16]([CH3:19])([CH3:18])[CH3:17])=[O:13])[C:2]1C=CC=C[CH:3]=1.C(OC(=O)[C@@H](CC([O-])=O)NC(OC(C)(C)C)=O)(=C)C.CNC(=O)[C@H](C(C)(C)C)N.CN(C(ON1N=NC2C=CC=CC1=2)=[N+](C)C)C.[B-](F)(F)(F)F. (4) Given the product [ClH:1].[Cl:14][C:10]1[CH:9]=[C:8]([C:6]2[N:5]=[C:4]3[CH2:15][CH2:16][CH2:17][C:3]3=[C:2]([NH:26][C:25]3[CH:24]=[CH:23][C:22]([CH2:21][CH2:20][N:19]([CH3:18])[CH3:29])=[CH:28][CH:27]=3)[CH:7]=2)[CH:13]=[CH:12][CH:11]=1, predict the reactants needed to synthesize it. The reactants are: [Cl:1][C:2]1[CH:7]=[C:6]([C:8]2[CH:13]=[CH:12][CH:11]=[C:10]([Cl:14])[CH:9]=2)[N:5]=[C:4]2[CH2:15][CH2:16][CH2:17][C:3]=12.[CH3:18][N:19]([CH3:29])[CH2:20][CH2:21][C:22]1[CH:28]=[CH:27][C:25]([NH2:26])=[CH:24][CH:23]=1. (5) Given the product [Cl:1][C:2]1[CH:7]=[C:6]([C:8]2[N:9]=[C:10]([N:21]3[CH2:24][CH:23]([CH2:25][OH:26])[CH2:22]3)[C:11]3[C:17]([O:18][CH3:19])=[CH:16][N:15]=[CH:14][C:12]=3[N:13]=2)[CH:5]=[CH:4][N:3]=1, predict the reactants needed to synthesize it. The reactants are: [Cl:1][C:2]1[CH:7]=[C:6]([C:8]2[N:9]=[C:10](O)[C:11]3[C:17]([O:18][CH3:19])=[CH:16][N:15]=[CH:14][C:12]=3[N:13]=2)[CH:5]=[CH:4][N:3]=1.[NH:21]1[CH2:24][CH:23]([CH2:25][OH:26])[CH2:22]1.Cl.C(OC(N1CCN(C2C3C(C4CC4)=CN=CC=3N=C(C3C=CN=C(Cl)C=3)N=2)CC1)=O)(C)(C)C. (6) The reactants are: C(O[CH:5]1[CH2:11][CH2:10][CH2:9][CH2:8][C:7]([C:12]2[CH:17]=[CH:16][CH:15]=[CH:14][C:13]=2[CH3:18])=[CH:6]1)(=O)C.C[Si]([N:23]=[N+:24]=[N-:25])(C)C.Cl([O-])(=O)(=O)=O.[Mg+2].Cl([O-])(=O)(=O)=O.O. Given the product [N:23]([CH:5]1[CH2:11][CH2:10][CH2:9][CH2:8][C:7]([C:12]2[CH:17]=[CH:16][CH:15]=[CH:14][C:13]=2[CH3:18])=[CH:6]1)=[N+:24]=[N-:25], predict the reactants needed to synthesize it. (7) Given the product [F:1][C:2]1[CH:7]=[CH:6][C:5]([O:8][C:9](=[O:33])[N:10]([C@@H:12]2[C@@H:16]([C:17]3[CH:22]=[CH:21][C:20]([Cl:23])=[C:19]([Cl:24])[CH:18]=3)[CH2:15][N:14]([C:25]([CH:27]3[CH2:32][CH2:31][N:30]([C:43](=[O:46])[CH2:44][CH3:45])[CH2:29][CH2:28]3)=[O:26])[CH2:13]2)[CH3:11])=[CH:4][CH:3]=1, predict the reactants needed to synthesize it. The reactants are: [F:1][C:2]1[CH:7]=[CH:6][C:5]([O:8][C:9](=[O:33])[N:10]([C@@H:12]2[C@@H:16]([C:17]3[CH:22]=[CH:21][C:20]([Cl:23])=[C:19]([Cl:24])[CH:18]=3)[CH2:15][N:14]([C:25]([CH:27]3[CH2:32][CH2:31][NH:30][CH2:29][CH2:28]3)=[O:26])[CH2:13]2)[CH3:11])=[CH:4][CH:3]=1.C(N(CC)C(C)C)(C)C.[C:43](Cl)(=[O:46])[CH2:44][CH3:45].C(=O)([O-])[O-].[Na+].[Na+]. (8) Given the product [CH3:15][N:16]([CH2:2][C:3]1[C:10]([N+:11]([O-:13])=[O:12])=[CH:9][CH:8]=[CH:7][C:4]=1[C:5]#[N:6])[CH3:17], predict the reactants needed to synthesize it. The reactants are: Br[CH2:2][C:3]1[C:10]([N+:11]([O-:13])=[O:12])=[CH:9][CH:8]=[CH:7][C:4]=1[C:5]#[N:6].Cl.[CH3:15][NH:16][CH3:17].C(N(CC)CC)C. (9) Given the product [Br:19][C:15]1[N:14]=[C:13]([CH:22]=[O:23])[CH:18]=[CH:17][CH:16]=1, predict the reactants needed to synthesize it. The reactants are: C([Li])CCC.C([Mg]Cl)CCC.Br[C:13]1[CH:18]=[CH:17][CH:16]=[C:15]([Br:19])[N:14]=1.CN(C)[CH:22]=[O:23].